This data is from Reaction yield outcomes from USPTO patents with 853,638 reactions. The task is: Predict the reaction yield, written as a fraction of the theoretical maximum amount of product (1.0 means a 100% yield; for example, 0.34 means a 34% yield). (1) The reactants are [C:1]([O:4][C:5](=[CH2:10])[C:6]([O:8][CH3:9])=[O:7])(=[O:3])[CH3:2].[H][H]. The catalyst is [B-](F)(F)(F)F.C1C2C=CC1C=C2.C1C2C=CC1C=C2.[Rh].PP.CO. The product is [CH3:2][C:1]([O:4][C@@H:5]([CH3:10])[C:6]([O:8][CH3:9])=[O:7])=[O:3]. The yield is 1.00. (2) The reactants are [CH:1]1[C:13]2[CH:12]([CH2:14][O:15][C:16](=[O:48])[NH:17][C:18]3[CH:23]=[CH:22][C:21]([NH:24][C:25](=[O:39])[CH2:26][CH2:27][CH2:28][CH2:29][CH:30]4[CH:37]5[CH:33]([NH:34][C:35](=[O:38])[NH:36]5)[CH2:32][S:31]4)=[C:20]([O:40]CC4C=CC=CC=4)[CH:19]=3)[C:11]3[C:6](=[CH:7][CH:8]=[CH:9][CH:10]=3)[C:5]=2[CH:4]=[CH:3][CH:2]=1.C1(SC)C=CC=CC=1. The catalyst is C(O)(C(F)(F)F)=O.O. The product is [CH:1]1[C:13]2[CH:12]([CH2:14][O:15][C:16](=[O:48])[NH:17][C:18]3[CH:23]=[CH:22][C:21]([NH:24][C:25](=[O:39])[CH2:26][CH2:27][CH2:28][CH2:29][CH:30]4[CH:37]5[CH:33]([NH:34][C:35](=[O:38])[NH:36]5)[CH2:32][S:31]4)=[C:20]([OH:40])[CH:19]=3)[C:11]3[C:6](=[CH:7][CH:8]=[CH:9][CH:10]=3)[C:5]=2[CH:4]=[CH:3][CH:2]=1. The yield is 0.630. (3) The reactants are N([O-])=O.[Na+].[C:5]([OH:14])(=[O:13])[C:6]1[C:7](=[CH:9][CH:10]=[CH:11][CH:12]=1)[NH2:8].[N-:15]=[N+:16]=[N-].[Na+].O.O.O.C([O-])(=O)C.[Na+]. The catalyst is O.Cl. The product is [N:8]([C:7]1[CH:9]=[CH:10][CH:11]=[CH:12][C:6]=1[C:5]([OH:14])=[O:13])=[N+:15]=[N-:16]. The yield is 0.490. (4) The reactants are [F:1][C:2]([F:35])([F:34])[C:3]1[CH:4]=[C:5]([C:13]([N:15]2[C:24]3[C:19](=[CH:20][CH:21]=[CH:22][CH:23]=3)[C@H:18]([NH:25][C:26]3[CH:31]=[CH:30][C:29]([Cl:32])=[CH:28][CH:27]=3)[CH2:17][C@@H:16]2[CH3:33])=[O:14])[CH:6]=[C:7]([C:9]([F:12])([F:11])[F:10])[CH:8]=1.C(N(CC)CC)C.C(Cl)Cl.[C:46](Cl)(=[O:48])[CH3:47]. No catalyst specified. The product is [F:12][C:9]([F:10])([F:11])[C:7]1[CH:6]=[C:5]([CH:4]=[C:3]([C:2]([F:1])([F:34])[F:35])[CH:8]=1)[C:13]([N:15]1[C:24]2[C:19](=[CH:20][CH:21]=[CH:22][CH:23]=2)[C@H:18]([N:25]([C:26]2[CH:27]=[CH:28][C:29]([Cl:32])=[CH:30][CH:31]=2)[C:46](=[O:48])[CH3:47])[CH2:17][C@@H:16]1[CH3:33])=[O:14]. The yield is 0.860.